Dataset: Catalyst prediction with 721,799 reactions and 888 catalyst types from USPTO. Task: Predict which catalyst facilitates the given reaction. Reactant: [CH2:1]([O:8][C@@H:9]1[C@@H:14]([O:15][CH2:16][C:17]2[CH:22]=[CH:21][CH:20]=[CH:19][CH:18]=2)[C@H:13]([O:23][CH2:24][C:25]2[CH:30]=[CH:29][CH:28]=[CH:27][CH:26]=2)[C@@H:12]([CH2:31][O:32][CH2:33][C:34]2[CH:39]=[CH:38][CH:37]=[CH:36][CH:35]=2)[O:11][C:10]1([C:41]1[CH:46]=[CH:45][C:44]([O:47][CH3:48])=[C:43]([CH:49]2OCC[O:50]2)[CH:42]=1)[OH:40])[C:2]1[CH:7]=[CH:6][CH:5]=[CH:4][CH:3]=1.Cl. Product: [CH3:48][O:47][C:44]1[CH:45]=[CH:46][C:41]([C:10]2([OH:40])[C@H:9]([O:8][CH2:1][C:2]3[CH:3]=[CH:4][CH:5]=[CH:6][CH:7]=3)[C@@H:14]([O:15][CH2:16][C:17]3[CH:22]=[CH:21][CH:20]=[CH:19][CH:18]=3)[C@H:13]([O:23][CH2:24][C:25]3[CH:26]=[CH:27][CH:28]=[CH:29][CH:30]=3)[C@@H:12]([CH2:31][O:32][CH2:33][C:34]3[CH:39]=[CH:38][CH:37]=[CH:36][CH:35]=3)[O:11]2)=[CH:42][C:43]=1[CH:49]=[O:50]. The catalyst class is: 1.